Dataset: Forward reaction prediction with 1.9M reactions from USPTO patents (1976-2016). Task: Predict the product of the given reaction. (1) The product is: [C:1]1([C:7]2[O:8][C:9]([CH2:12][NH2:13])=[CH:10][N:11]=2)[CH:2]=[CH:3][CH:4]=[CH:5][CH:6]=1. Given the reactants [C:1]1([C:7]2[O:8][C:9]([CH2:12][N:13]3C(=O)C4C(=CC=CC=4)C3=O)=[CH:10][N:11]=2)[CH:6]=[CH:5][CH:4]=[CH:3][CH:2]=1.[OH-].[Na+], predict the reaction product. (2) Given the reactants [CH3:1][CH:2]1[CH2:17][C:16](=[O:18])[CH2:15][CH2:14][CH2:13][CH2:12][CH2:11][CH2:10][CH2:9][CH2:8][CH2:7][CH2:6][CH2:5][C:4](=[O:19])[CH2:3]1.N(CCCC)(CCCC)CCCC.O.Cl, predict the reaction product. The product is: [OH:19][C:4]12[CH2:3][CH:2]([CH3:1])[CH2:17][C:16](=[O:18])[CH:15]1[CH2:14][CH2:13][CH2:12][CH2:11][CH2:10][CH2:9][CH2:8][CH2:7][CH2:6][CH2:5]2. (3) Given the reactants C([O:3][C:4]([C:6]1[CH:7]=[N:8][N:9]([C:11]2[N:20](COCC[Si](C)(C)C)[C:19](=[O:29])[C:18]3[C:13](=[CH:14][CH:15]=[C:16](I)[CH:17]=3)[N:12]=2)[CH:10]=1)=[O:5])C.[CH3:31][O:32][C:33]1[CH:34]=[C:35](B(O)O)[CH:36]=[CH:37][CH:38]=1, predict the reaction product. The product is: [CH3:31][O:32][C:33]1[CH:38]=[C:37]([C:16]2[CH:17]=[C:18]3[C:13](=[CH:14][CH:15]=2)[N:12]=[C:11]([N:9]2[CH:10]=[C:6]([C:4]([OH:3])=[O:5])[CH:7]=[N:8]2)[NH:20][C:19]3=[O:29])[CH:36]=[CH:35][CH:34]=1. (4) Given the reactants [O:1]=[C:2]1[CH2:7][CH2:6][CH2:5][C:4]([C:10]2[CH:15]=[CH:14][CH:13]=[CH:12][CH:11]=2)([C:8]#[N:9])[CH2:3]1.[CH2:16](O)[CH2:17][OH:18].C1(C)C=CC(S([O-])(=O)=O)=CC=1.[NH+]1C=CC=CC=1, predict the reaction product. The product is: [CH2:16]1[CH2:17][O:18][C:2]2([CH2:7][CH2:6][CH2:5][C:4]([C:10]3[CH:11]=[CH:12][CH:13]=[CH:14][CH:15]=3)([C:8]#[N:9])[CH2:3]2)[O:1]1. (5) Given the reactants C(OC1C=CN([CH2:15][C:16]([C:18]2[CH:23]=[CH:22][C:21]([CH2:24][OH:25])=[CH:20][C:19]=2[CH3:26])=[O:17])C(=O)C=1)C1C=CC=CC=1.[Br:28][C:29]1[CH:30]=[CH:31][C:32]([CH2:35][O:36][C:37]2[CH:42]=[CH:41][NH:40][C:39](=[O:43])[CH:38]=2)=[N:33][CH:34]=1, predict the reaction product. The product is: [Br:28][C:29]1[CH:30]=[CH:31][C:32]([CH2:35][O:36][C:37]2[CH:42]=[CH:41][N:40]([CH2:15][C:16]([C:18]3[CH:23]=[CH:22][C:21]([CH2:24][OH:25])=[CH:20][C:19]=3[CH3:26])=[O:17])[C:39](=[O:43])[CH:38]=2)=[N:33][CH:34]=1. (6) Given the reactants [Br:1][C:2]1[C:3]([O:23][CH3:24])=[C:4]([C:9]([CH2:12][S:13]([C:16]2[CH:21]=[CH:20][CH:19]=[C:18](Cl)[CH:17]=2)(=[O:15])=[O:14])=[CH:10][CH:11]=1)[C:5]([O:7][CH3:8])=[O:6].BrC1C(OC)=C(C(CSC2C=CC=CC=2OC)=CC=1)[C:29](OC)=[O:30], predict the reaction product. The product is: [Br:1][C:2]1[C:3]([O:23][CH3:24])=[C:4]([C:9]([CH2:12][S:13]([C:16]2[CH:21]=[CH:20][CH:19]=[CH:18][C:17]=2[O:30][CH3:29])(=[O:15])=[O:14])=[CH:10][CH:11]=1)[C:5]([O:7][CH3:8])=[O:6]. (7) Given the reactants [C:1]([CH:3]([C:8]1([C:19]2[CH:24]=[CH:23][C:22]([F:25])=[CH:21][CH:20]=2)[CH2:13][C:12]2([CH2:18][CH2:17][CH2:16]C[CH2:14]2)[O:11][CH2:10][CH2:9]1)C(OC)=O)#[N:2].C(C(C1(C2C=CC(F)=CC=2)CC2(CCCC2)OCC1)C(OC)=O)#N.FC1C=CC(C2(CC#N)CC3(CCCCC3)OCC2)=CC=1, predict the reaction product. The product is: [F:25][C:22]1[CH:21]=[CH:20][C:19]([C@@:8]2([CH2:3][C:1]#[N:2])[CH2:13][C:12]3([CH2:14][CH2:16][CH2:17][CH2:18]3)[O:11][CH2:10][CH2:9]2)=[CH:24][CH:23]=1. (8) Given the reactants [CH3:1][O:2][C:3]1[CH:8]=[CH:7][C:6]([O:9][C:10]([F:13])([F:12])[F:11])=[CH:5][C:4]=1[CH2:14][NH2:15].[Br:16][C:17]1[CH:18]=[CH:19][C:20]2[N:21]([CH:23]=[C:24]([C:26](OCC)=[O:27])[N:25]=2)[CH:22]=1, predict the reaction product. The product is: [Br:16][C:17]1[CH:18]=[CH:19][C:20]2[N:21]([CH:23]=[C:24]([C:26]([NH:15][CH2:14][C:4]3[CH:5]=[C:6]([O:9][C:10]([F:12])([F:11])[F:13])[CH:7]=[CH:8][C:3]=3[O:2][CH3:1])=[O:27])[N:25]=2)[CH:22]=1. (9) Given the reactants Br[C:2]1[CH:3]=[CH:4][C:5]([C:8]([O:10][CH3:11])=[O:9])=[N:6][CH:7]=1.[CH:12]([Sn](CCCC)(CCCC)CCCC)=[CH2:13], predict the reaction product. The product is: [CH:12]([C:2]1[CH:3]=[CH:4][C:5]([C:8]([O:10][CH3:11])=[O:9])=[N:6][CH:7]=1)=[CH2:13]. (10) Given the reactants [NH2:1][C@H:2]1[C:11]2[C:6](=[CH:7][CH:8]=[C:9](Br)[CH:10]=2)[N:5]([C:13](=[O:15])[CH3:14])[C@@H:4]([CH:16]2[CH2:18][CH2:17]2)[C@@H:3]1[CH3:19].CC1(C)C(C)(C)OB([C:28]2[CH:29]=[N:30][N:31]([CH2:33][CH2:34][OH:35])[CH:32]=2)O1.C(=O)([O-])[O-].[K+].[K+], predict the reaction product. The product is: [NH2:1][C@H:2]1[C:11]2[C:6](=[CH:7][CH:8]=[C:9]([C:28]3[CH:29]=[N:30][N:31]([CH2:33][CH2:34][OH:35])[CH:32]=3)[CH:10]=2)[N:5]([C:13](=[O:15])[CH3:14])[C@@H:4]([CH:16]2[CH2:18][CH2:17]2)[C@@H:3]1[CH3:19].